This data is from TCR-epitope binding with 47,182 pairs between 192 epitopes and 23,139 TCRs. The task is: Binary Classification. Given a T-cell receptor sequence (or CDR3 region) and an epitope sequence, predict whether binding occurs between them. (1) The epitope is KPLEFGATSAAL. The TCR CDR3 sequence is CASSPEASSYNEQFF. Result: 1 (the TCR binds to the epitope). (2) Result: 1 (the TCR binds to the epitope). The TCR CDR3 sequence is CAIRGTGPRVEAFF. The epitope is KPLEFGATSAAL.